The task is: Predict the reactants needed to synthesize the given product.. This data is from Full USPTO retrosynthesis dataset with 1.9M reactions from patents (1976-2016). (1) Given the product [Cl:15][C:16]1[CH:21]=[CH:20][C:19]([CH2:22][O:23][C:2]2[CH:13]=[C:6]3[N:7]([CH3:12])[CH:8]([CH3:11])[CH2:9][CH2:10][N:5]3[C:4](=[O:14])[N:3]=2)=[CH:18][CH:17]=1, predict the reactants needed to synthesize it. The reactants are: Cl[C:2]1[CH:13]=[C:6]2[N:7]([CH3:12])[CH:8]([CH3:11])[CH2:9][CH2:10][N:5]2[C:4](=[O:14])[N:3]=1.[Cl:15][C:16]1[CH:21]=[CH:20][C:19]([CH2:22][OH:23])=[CH:18][CH:17]=1. (2) Given the product [C:1]([C:3]1[CH:4]=[C:5]([CH2:18][N:19]2[C:23]([CH3:24])=[CH:22][C:21]([NH:57][C:60](=[O:35])[O:50][CH2:49][CH2:48][Si:47]([CH3:53])([CH3:51])[CH3:45])=[N:20]2)[C:6]2[O:10][C:9]([C:11]3[CH:16]=[CH:15][CH:14]=[CH:13][CH:12]=3)=[CH:8][C:7]=2[CH:17]=1)#[N:2], predict the reactants needed to synthesize it. The reactants are: [C:1]([C:3]1[CH:4]=[C:5]([CH2:18][N:19]2[C:23]([CH3:24])=[CH:22][C:21](C(O)=O)=[N:20]2)[C:6]2[O:10][C:9]([C:11]3[CH:16]=[CH:15][CH:14]=[CH:13][CH:12]=3)=[CH:8][C:7]=2[CH:17]=1)#[N:2].C1(P(N=[N+]=[N-])(C2C=CC=CC=2)=[O:35])C=CC=CC=1.[CH2:45]([Si:47]([CH2:53]C)([CH2:51]C)[CH2:48][CH2:49][OH:50])C.C([N:57]([CH2:60]C)CC)C. (3) Given the product [CH:2]12[O:1][CH:7]1[CH2:6][CH2:5][N:4]([C:9]([O:11][C:12]([CH3:15])([CH3:14])[CH3:13])=[O:10])[CH2:3]2, predict the reactants needed to synthesize it. The reactants are: [OH:1][C:2]1[CH2:3][N:4]([C:9]([O:11][C:12]([CH3:15])([CH3:14])[CH3:13])=[O:10])[C:5](O)=[CH:6][CH:7]=1.ClC1C=C(C=CC=1)C(O)=O.C(OC(=O)C)C. (4) The reactants are: [CH2:1]([N:8]1[C:12]2[C:13](=[O:28])[N:14]([CH3:27])[C:15]([CH2:24][C:25]#N)=[C:16]([C:17]3[CH:22]=[CH:21][C:20]([Cl:23])=[CH:19][CH:18]=3)[C:11]=2[CH:10]=[CH:9]1)[C:2]1[CH:7]=[CH:6][CH:5]=[CH:4][CH:3]=1.[OH-:29].[K+].Cl.[Si](C=[N+]=[N-])(C)(C)C.[CH2:39]([OH:41])C. Given the product [CH2:1]([N:8]1[C:12]2[C:13](=[O:28])[N:14]([CH3:27])[C:15]([CH2:24][C:25]([O:41][CH3:39])=[O:29])=[C:16]([C:17]3[CH:22]=[CH:21][C:20]([Cl:23])=[CH:19][CH:18]=3)[C:11]=2[CH:10]=[CH:9]1)[C:2]1[CH:3]=[CH:4][CH:5]=[CH:6][CH:7]=1, predict the reactants needed to synthesize it. (5) Given the product [CH2:1]([N:8]1[CH2:13][CH2:12][N:11]([CH2:14][C:15]2[CH:20]=[CH:19][CH:18]=[CH:17][CH:16]=2)[CH2:10][CH:9]1[CH:21]=[CH:22][C:25]1[CH:30]=[CH:29][CH:28]=[CH:27][CH:26]=1)[C:2]1[CH:3]=[CH:4][CH:5]=[CH:6][CH:7]=1, predict the reactants needed to synthesize it. The reactants are: [CH2:1]([N:8]1[CH2:13][CH2:12][N:11]([CH2:14][C:15]2[CH:20]=[CH:19][CH:18]=[CH:17][CH:16]=2)[CH2:10][CH:9]1[CH:21]=[CH2:22])[C:2]1[CH:7]=[CH:6][CH:5]=[CH:4][CH:3]=1.C=C[C:25]1[CH:30]=[CH:29][CH:28]=[CH:27][CH:26]=1. (6) Given the product [O:16]=[C:9]1[C:10]2[C:15](=[CH:14][CH:13]=[CH:12][CH:11]=2)[C:6]([CH2:5][C:4]2[CH:3]=[C:2]([N:1]3[C:20](=[O:21])[CH2:23][C:24]4([CH2:28][CH2:27][CH2:26][CH2:25]4)[C:29]3=[O:30])[CH:19]=[CH:18][CH:17]=2)=[N:7][NH:8]1, predict the reactants needed to synthesize it. The reactants are: [NH2:1][C:2]1[CH:3]=[C:4]([CH:17]=[CH:18][CH:19]=1)[CH2:5][C:6]1[C:15]2[C:10](=[CH:11][CH:12]=[CH:13][CH:14]=2)[C:9](=[O:16])[NH:8][N:7]=1.[C:20]([CH2:23][C:24]1([C:29](O)=[O:30])[CH2:28][CH2:27][CH2:26][CH2:25]1)(O)=[O:21]. (7) Given the product [CH2:1]([S:3]([C:6]1[CH:11]=[CH:10][C:9]([F:12])=[C:8]([N+:13]([O-:15])=[O:14])[CH:7]=1)(=[O:4])=[O:5])[CH3:2], predict the reactants needed to synthesize it. The reactants are: [CH2:1]([S:3]([C:6]1[CH:11]=[CH:10][C:9]([F:12])=[CH:8][CH:7]=1)(=[O:5])=[O:4])[CH3:2].[N+:13]([O-])([O-:15])=[O:14].[K+].